This data is from Forward reaction prediction with 1.9M reactions from USPTO patents (1976-2016). The task is: Predict the product of the given reaction. (1) Given the reactants CCN(C(C)C)C(C)C.[CH:10]1([C@H:13]([NH2:15])[CH3:14])[CH2:12][CH2:11]1.[Cl:16][C:17]1[N:25]=[C:24]2[C:20]([N:21]([CH:26]([C:28]3[CH:33]=[CH:32][C:31]([Cl:34])=[CH:30][CH:29]=3)[CH3:27])[CH:22]=[N:23]2)=[C:19](Cl)[N:18]=1, predict the reaction product. The product is: [Cl:16][C:17]1[N:25]=[C:24]2[C:20]([N:21]([CH:26]([C:28]3[CH:33]=[CH:32][C:31]([Cl:34])=[CH:30][CH:29]=3)[CH3:27])[CH:22]=[N:23]2)=[C:19]([NH:15][C@@H:13]([CH:10]2[CH2:12][CH2:11]2)[CH3:14])[N:18]=1. (2) Given the reactants [CH3:1][C:2]1[CH:7]=[C:6]([N+:8]([O-:10])=[O:9])[CH:5]=[CH:4][C:3]=1[N:11]=[C:12]1[S:16][CH2:15][C:14]2([CH2:20][CH2:19][CH2:18][CH2:17]2)[NH:13]1.Br[CH2:22][CH:23]([CH2:26][CH3:27])[CH2:24][CH3:25], predict the reaction product. The product is: [CH3:1][C:2]1[CH:7]=[C:6]([N+:8]([O-:10])=[O:9])[CH:5]=[CH:4][C:3]=1[N:11]=[C:12]1[S:16][CH2:15][C:14]2([CH2:17][CH2:18][CH2:19][CH2:20]2)[N:13]1[CH2:22][CH:23]([CH2:26][CH3:27])[CH2:24][CH3:25]. (3) The product is: [CH2:1]([O:3][C:4]([N:6]1[CH2:11][CH2:10][CH:9]([N:12]([CH2:39][CH3:40])[CH2:13][C:14]2[CH:19]=[CH:18][N:17]=[C:16]([C:20]3[CH:21]=[C:22]([O:30][CH3:31])[C:23]([O:28][CH3:29])=[C:24]([O:26][CH3:27])[CH:25]=3)[CH:15]=2)[CH2:8][CH2:7]1)=[O:5])[CH3:2]. Given the reactants [CH2:1]([O:3][C:4]([N:6]1[CH2:11][CH2:10][CH:9]([NH:12][CH2:13][C:14]2[CH:19]=[CH:18][N:17]=[C:16]([C:20]3[CH:25]=[C:24]([O:26][CH3:27])[C:23]([O:28][CH3:29])=[C:22]([O:30][CH3:31])[CH:21]=3)[CH:15]=2)[CH2:8][CH2:7]1)=[O:5])[CH3:2].C(=O)([O-])[O-].[K+].[K+].I[CH2:39][CH3:40].C(OCC)(=O)C, predict the reaction product. (4) The product is: [C:6]([O:7][C:8]1[CH:15]=[N:16][C:11]([Cl:10])=[C:12]([CH3:13])[CH:9]=1)(=[O:20])[CH3:5]. Given the reactants B(F)(F)F.[CH3:5][CH2:6][O:7][CH2:8][CH3:9].[Cl:10][C:11]1[N:16]=[CH:15]C(N)=[CH:13][C:12]=1C.N(OC(C)(C)C)=[O:20], predict the reaction product. (5) Given the reactants Br[C:2]1[CH:3]=[C:4]([C:8]2[N:9]=[N:10][NH:11][N:12]=2)[CH:5]=[CH:6][CH:7]=1.[C:13](C1C=CC=C(C#N)C=1)#[N:14], predict the reaction product. The product is: [N:12]1[NH:11][N:10]=[N:9][C:8]=1[C:4]1[CH:3]=[C:2]([CH:7]=[CH:6][CH:5]=1)[C:13]#[N:14].